Dataset: Full USPTO retrosynthesis dataset with 1.9M reactions from patents (1976-2016). Task: Predict the reactants needed to synthesize the given product. (1) Given the product [C:20]([C:2]1[CH:3]=[C:4]2[C:8](=[CH:9][CH:10]=1)[CH2:7][CH:6]([NH:11][C:12](=[O:18])[O:13][C:14]([CH3:17])([CH3:16])[CH3:15])[CH2:5]2)#[N:21], predict the reactants needed to synthesize it. The reactants are: Br[C:2]1[CH:3]=[C:4]2[C:8](=[CH:9][CH:10]=1)[CH2:7][CH:6]([NH:11][C:12](=[O:18])[O:13][C:14]([CH3:17])([CH3:16])[CH3:15])[CH2:5]2.O.[CH3:20][N:21](C=O)C. (2) Given the product [CH3:50][C@@:26]1([CH2:27][N:28]2[CH2:29][CH2:30][N:31]([C:34]([O:36][CH2:37][CH:38]=[CH:39][C:40]3[CH:45]=[CH:44][C:43]([C:46]([F:47])([F:49])[F:48])=[CH:42][CH:41]=3)=[O:35])[CH2:32][CH2:33]2)[O:51][C:17]2=[N:21][C:20]([N+:22]([O-:24])=[O:23])=[CH:19][N:18]2[CH2:25]1, predict the reactants needed to synthesize it. The reactants are: CN(C)C=O.ClC1C=CC=C([N+]([O-])=O)C=1S[C:17]1[N:18]([CH2:25][C@:26]([OH:51])([CH3:50])[CH2:27][N:28]2[CH2:33][CH2:32][N:31]([C:34]([O:36][CH2:37][CH:38]=[CH:39][C:40]3[CH:45]=[CH:44][C:43]([C:46]([F:49])([F:48])[F:47])=[CH:42][CH:41]=3)=[O:35])[CH2:30][CH2:29]2)[CH:19]=[C:20]([N+:22]([O-:24])=[O:23])[N:21]=1.CC(C)([O-])C.[Na+].O. (3) Given the product [Cl:13][C:14]1[N:19]=[C:18]([NH:1][C:2]2[CH:7]=[CH:6][CH:5]=[CH:4][C:3]=2[C:8]2([OH:12])[CH2:11][CH2:10][CH2:9]2)[C:17]([Cl:21])=[CH:16][N:15]=1, predict the reactants needed to synthesize it. The reactants are: [NH2:1][C:2]1[CH:7]=[CH:6][CH:5]=[CH:4][C:3]=1[C:8]1([OH:12])[CH2:11][CH2:10][CH2:9]1.[Cl:13][C:14]1[N:19]=[C:18](Cl)[C:17]([Cl:21])=[CH:16][N:15]=1.C(N(CC)C(C)C)(C)C. (4) Given the product [Br:3][C:4]1[CH:9]=[CH:8][C:7]([CH2:10][C@@H:11]([NH:15][C:16](=[O:17])[O:18][C:19]([CH3:22])([CH3:21])[CH3:20])[C:12]2[NH:60][C:57]3[CH:58]=[CH:59][C:54]([Cl:53])=[CH:55][C:56]=3[N:61]=2)=[CH:6][CH:5]=1, predict the reactants needed to synthesize it. The reactants are: N#N.[Br:3][C:4]1[CH:9]=[CH:8][C:7]([CH2:10][C@@H:11]([NH:15][C:16]([O:18][C:19]([CH3:22])([CH3:21])[CH3:20])=[O:17])[C:12](O)=O)=[CH:6][CH:5]=1.C(N1CCOCC1)C.CN(C(ON1N=NC2C=CC=CC1=2)=[N+](C)C)C.[B-](F)(F)(F)F.[Cl:53][C:54]1[CH:55]=[C:56]([NH2:61])[C:57]([NH2:60])=[CH:58][CH:59]=1. (5) Given the product [C:41]([N:6]1[CH2:7][CH2:8][C:9]2[N:1]=[C:2]([NH:10][C:11]([C:13]3[C:18]4[N:19]=[C:20]([NH:22][C:23]([C:25]5[N:26]=[CH:27][C:28]6[C:33]([CH:34]=5)=[CH:32][CH:31]=[CH:30][CH:29]=6)=[O:24])[NH:21][C:17]=4[CH:16]=[CH:15][CH:14]=3)=[O:12])[S:3][C:4]=2[CH2:5]1)(=[O:48])[C:42]1[CH:47]=[CH:46][CH:45]=[CH:44][CH:43]=1, predict the reactants needed to synthesize it. The reactants are: [N:1]1[C:9]2[CH2:8][CH2:7][NH:6][CH2:5][C:4]=2[S:3][C:2]=1[NH:10][C:11]([C:13]1[C:18]2[NH:19][C:20]([NH:22][C:23]([C:25]3[N:26]=[CH:27][C:28]4[C:33]([CH:34]=3)=[CH:32][CH:31]=[CH:30][CH:29]=4)=[O:24])=[N:21][C:17]=2[CH:16]=[CH:15][CH:14]=1)=[O:12].N1C=CC=CC=1.[C:41](Cl)(=[O:48])[C:42]1[CH:47]=[CH:46][CH:45]=[CH:44][CH:43]=1. (6) Given the product [CH3:1][CH:2]([CH3:12])[CH2:3][C:4]([C:5]1[C:6]([C:7]([O:9][CH3:10])=[O:8])=[CH:22][NH:23][CH:24]=1)=[O:11], predict the reactants needed to synthesize it. The reactants are: [CH3:1][CH:2]([CH3:12])[CH2:3][C:4](=[O:11])/[CH:5]=[CH:6]/[C:7]([O:9][CH3:10])=[O:8].C1(C)C=CC(S([CH2:22][N+:23]#[C-:24])(=O)=O)=CC=1.[H-].[Na+].[Cl-].[NH4+]. (7) Given the product [NH2:1][C:2]1[S:3][CH:4]=[C:5]([CH2:7][C:8]([NH:10][C:11]2[CH:37]=[CH:36][C:14]([CH2:15][C@H:16]3[CH2:20][CH2:19][C@H:18]([C@H:21]([OH:28])[C:22]4[CH:23]=[CH:24][CH:25]=[CH:26][CH:27]=4)[NH:17]3)=[CH:13][C:12]=2[Br:38])=[O:9])[N:6]=1, predict the reactants needed to synthesize it. The reactants are: [NH2:1][C:2]1[S:3][CH:4]=[C:5]([CH2:7][C:8]([NH:10][C:11]2[CH:37]=[CH:36][C:14]([CH2:15][C@H:16]3[CH2:20][CH2:19][C@H:18]([C@H:21]([OH:28])[C:22]4[CH:27]=[CH:26][CH:25]=[CH:24][CH:23]=4)[N:17]3C(OC(C)(C)C)=O)=[CH:13][C:12]=2[Br:38])=[O:9])[N:6]=1.C(O)(C(F)(F)F)=O.C1(C)C=CC=CC=1.